From a dataset of Forward reaction prediction with 1.9M reactions from USPTO patents (1976-2016). Predict the product of the given reaction. (1) Given the reactants [OH-:1].[K+].[Br:3][C:4]1[CH:5]=[C:6]([OH:10])[CH:7]=[CH:8][CH:9]=1.[CH:11](Cl)(Cl)Cl, predict the reaction product. The product is: [Br:3][C:4]1[CH:5]=[C:6]([OH:10])[CH:7]=[CH:8][C:9]=1[CH:11]=[O:1]. (2) The product is: [OH:17]/[N:16]=[C:15](\[Cl:20])/[C:14]1[CH:18]=[CH:19][C:11]([Cl:10])=[CH:12][CH:13]=1. Given the reactants FC1C=CC(C=O)=CC=1.[Cl:10][C:11]1[CH:19]=[CH:18][C:14](/[CH:15]=[N:16]\[OH:17])=[CH:13][CH:12]=1.[Cl:20]N1C(=O)CCC1=O, predict the reaction product. (3) The product is: [CH3:32][Si:29]([CH3:30])([CH3:31])[CH2:28][CH2:27][O:26][CH2:25][N:24]1[C:23]2[CH:33]=[CH:34][CH:35]=[CH:36][C:22]=2[N:21]=[C:20]1[C:18]1[O:19][C:15]2[CH:14]=[C:13]([C:47]3[CH:52]=[C:51]([OH:53])[CH:50]=[N:49][CH:48]=3)[CH:38]=[CH:37][C:16]=2[N:17]=1. Given the reactants C([O-])(=O)C.[K+].B(O)(O)B(O)O.Br[C:13]1[CH:38]=[CH:37][C:16]2[N:17]=[C:18]([C:20]3[N:24]([CH2:25][O:26][CH2:27][CH2:28][Si:29]([CH3:32])([CH3:31])[CH3:30])[C:23]4[CH:33]=[CH:34][CH:35]=[CH:36][C:22]=4[N:21]=3)[O:19][C:15]=2[CH:14]=1.C(=O)([O-])[O-].[K+].[K+].O.Br[C:47]1[CH:48]=[N:49][CH:50]=[C:51]([O:53][Si](C(C)(C)C)(C)C)[CH:52]=1, predict the reaction product. (4) Given the reactants Br[C:2]1[N:3]=[C:4]2[CH:10]=[CH:9][N:8]([CH2:11][O:12][CH2:13][CH2:14][Si:15]([CH3:18])([CH3:17])[CH3:16])[C:5]2=[N:6][CH:7]=1.[CH2:19]([N:22]1[CH2:27][CH2:26][S:25](=[O:29])(=[O:28])[CH2:24][CH2:23]1)[C:20]#[CH:21].[CH2:30]1CCN2C(=NCCC2)CC1, predict the reaction product. The product is: [CH2:24]([S:25]([CH2:26][CH2:27][N:22]([CH3:30])[C:19]1[N:3]2[C:2]([CH:7]=[N:6][C:5]3[N:8]([CH2:11][O:12][CH2:13][CH2:14][Si:15]([CH3:18])([CH3:17])[CH3:16])[CH:9]=[CH:10][C:4]=32)=[CH:21][CH:20]=1)(=[O:29])=[O:28])[CH3:23]. (5) The product is: [CH3:20][C:15]1[C:14]2[N:13]([N:12]=[C:11]([C:9]3[N:10]=[C:5]4[CH:4]=[CH:3][C:2]([C:32]5[CH2:37][CH2:36][N:35]([C:38]([O:40][C:41]([CH3:44])([CH3:43])[CH3:42])=[O:39])[CH2:34][CH:33]=5)=[CH:23][N:6]4[C:7](=[O:22])[CH:8]=3)[CH:21]=2)[CH:18]=[C:17]([CH3:19])[N:16]=1. Given the reactants Br[C:2]1[CH:3]=[CH:4][C:5]2[N:6]([CH:23]=1)[C:7](=[O:22])[CH:8]=[C:9]([C:11]1[CH:21]=[C:14]3[C:15]([CH3:20])=[N:16][C:17]([CH3:19])=[CH:18][N:13]3[N:12]=1)[N:10]=2.CC1(C)C(C)(C)OB([C:32]2[CH2:37][CH2:36][N:35]([C:38]([O:40][C:41]([CH3:44])([CH3:43])[CH3:42])=[O:39])[CH2:34][CH:33]=2)O1.C(=O)([O-])[O-].[K+].[K+], predict the reaction product. (6) Given the reactants [NH2:1][C:2]1[C:3]([C:26]([O:28][CH3:29])=[O:27])=[N:4][N:5]([C:7]([C:20]2[CH:25]=[CH:24][CH:23]=[CH:22][CH:21]=2)([C:14]2[CH:19]=[CH:18][CH:17]=[CH:16][CH:15]=2)[C:8]2[CH:13]=[CH:12][CH:11]=[CH:10][CH:9]=2)[CH:6]=1.[N:30]1[CH:35]=[CH:34][N:33]=[CH:32][C:31]=1[C:36](O)=[O:37].C1C=CC2N(O)N=NC=2C=1.CCN=C=NCCCN(C)C, predict the reaction product. The product is: [N:30]1[CH:35]=[CH:34][N:33]=[CH:32][C:31]=1[C:36]([NH:1][C:2]1[C:3]([C:26]([O:28][CH3:29])=[O:27])=[N:4][N:5]([C:7]([C:14]2[CH:19]=[CH:18][CH:17]=[CH:16][CH:15]=2)([C:20]2[CH:21]=[CH:22][CH:23]=[CH:24][CH:25]=2)[C:8]2[CH:13]=[CH:12][CH:11]=[CH:10][CH:9]=2)[CH:6]=1)=[O:37].